The task is: Binary Classification. Given a T-cell receptor sequence (or CDR3 region) and an epitope sequence, predict whether binding occurs between them.. This data is from TCR-epitope binding with 47,182 pairs between 192 epitopes and 23,139 TCRs. (1) Result: 1 (the TCR binds to the epitope). The TCR CDR3 sequence is CASSLLAGGPGTQYF. The epitope is ITEEVGHTDLMAAY. (2) Result: 1 (the TCR binds to the epitope). The TCR CDR3 sequence is CASSLEDRNEQFF. The epitope is ILGLPTQTV.